From a dataset of Reaction yield outcomes from USPTO patents with 853,638 reactions. Predict the reaction yield, written as a fraction of the theoretical maximum amount of product (1.0 means a 100% yield; for example, 0.34 means a 34% yield). The yield is 0.330. The reactants are [Cl:1][C:2]1[CH:7]=[CH:6][C:5]([C:8]2[N:13]=[N:12][C:11]([N:14]([CH3:25])[CH:15]3[CH2:20][C:19]([CH3:22])([CH3:21])[NH:18][C:17]([CH3:24])([CH3:23])[CH2:16]3)=[CH:10][CH:9]=2)=[C:4]([F:26])[CH:3]=1.S([O-])([O-])(=[O:29])=S.[Na+].[Na+].C(=O)([O-])[O-].[K+].[K+].Cl. The catalyst is C(O)(=O)C.C(OC(=O)C)(=O)C.CC([O-])=O.CC([O-])=O.[Pd+2]. The product is [Cl:1][C:2]1[CH:3]=[C:4]([F:26])[C:5]([C:8]2[N:13]=[N:12][C:11]([N:14]([CH3:25])[CH:15]3[CH2:16][C:17]([CH3:24])([CH3:23])[NH:18][C:19]([CH3:21])([CH3:22])[CH2:20]3)=[CH:10][CH:9]=2)=[C:6]([OH:29])[CH:7]=1.